This data is from Forward reaction prediction with 1.9M reactions from USPTO patents (1976-2016). The task is: Predict the product of the given reaction. (1) Given the reactants C(O[C:6]([N:8](C)[CH2:9][CH2:10][N:11]([CH3:26])[CH2:12][CH2:13][O:14][C:15]1[CH:16]=[C:17]([CH2:21][C:22]([O:24][CH3:25])=[O:23])[CH:18]=[CH:19][CH:20]=1)=O)(C)(C)C.Cl.O1CCOCC1, predict the reaction product. The product is: [CH3:25][O:24][C:22](=[O:23])[CH2:21][C:17]1[CH:18]=[CH:19][CH:20]=[C:15]([O:14][CH2:13][CH2:12][N:11]([CH3:26])[CH2:10][CH2:9][NH:8][CH3:6])[CH:16]=1. (2) Given the reactants [F:1][CH2:2][CH2:3][N:4]([CH3:26])[C:5]1[N:25]=[C:8]2[CH:9]=[C:10]([NH:13][C:14]([C:16]3[N:20]([CH3:21])[N:19]=[CH:18][C:17]=3[C:22](O)=[O:23])=[O:15])[CH:11]=[CH:12][N:7]2[N:6]=1.[NH:27]1[CH2:30][CH2:29][CH2:28]1.CCCP(=O)=O, predict the reaction product. The product is: [F:1][CH2:2][CH2:3][N:4]([CH3:26])[C:5]1[N:25]=[C:8]2[CH:9]=[C:10]([NH:13][C:14]([C:16]3[N:20]([CH3:21])[N:19]=[CH:18][C:17]=3[C:22]([N:27]3[CH2:30][CH2:29][CH2:28]3)=[O:23])=[O:15])[CH:11]=[CH:12][N:7]2[N:6]=1. (3) Given the reactants [Mg].Cl[CH:3]1[CH2:8][CH2:7][O:6][CH2:5][CH2:4]1.[O:9]=[C:10]1[C:15]([CH2:16][C:17]2[CH:22]=[CH:21][C:20]([C:23]3[C:24]([C:29]#[N:30])=[CH:25][CH:26]=[CH:27][CH:28]=3)=[CH:19][CH:18]=2)=[C:14]([CH2:31][CH2:32][CH3:33])[N:13]2[N:34]=[CH:35][N:36]=[C:12]2[N:11]1[CH:37]1[CH2:42][CH2:41][C:40](=[O:43])[CH2:39][CH2:38]1.Cl, predict the reaction product. The product is: [OH:43][C:40]1([CH:3]2[CH2:8][CH2:7][O:6][CH2:5][CH2:4]2)[CH2:41][CH2:42][CH:37]([N:11]2[C:10](=[O:9])[C:15]([CH2:16][C:17]3[CH:22]=[CH:21][C:20]([C:23]4[C:24]([C:29]#[N:30])=[CH:25][CH:26]=[CH:27][CH:28]=4)=[CH:19][CH:18]=3)=[C:14]([CH2:31][CH2:32][CH3:33])[N:13]3[N:34]=[CH:35][N:36]=[C:12]23)[CH2:38][CH2:39]1. (4) Given the reactants Cl[CH2:2][CH:3]1[O:7][C:6](=[O:8])[NH:5][CH2:4]1.[N-:9]=[N+:10]=[N-:11].[Na+], predict the reaction product. The product is: [N:9]([CH2:2][CH:3]1[O:7][C:6](=[O:8])[NH:5][CH2:4]1)=[N+:10]=[N-:11].